The task is: Predict the reactants needed to synthesize the given product.. This data is from Full USPTO retrosynthesis dataset with 1.9M reactions from patents (1976-2016). (1) The reactants are: C[O:2][C:3](=[O:14])[C:4]1[CH:9]=[CH:8][C:7]([CH2:10][O:11][CH3:12])=[N:6][C:5]=1[Cl:13].[OH-].[Na+].Cl. Given the product [Cl:13][C:5]1[N:6]=[C:7]([CH2:10][O:11][CH3:12])[CH:8]=[CH:9][C:4]=1[C:3]([OH:14])=[O:2], predict the reactants needed to synthesize it. (2) Given the product [Cl:5][C:6]1[C:15]([C:16]([Cl:3])=[O:17])=[C:14]([S:19]([CH3:22])(=[O:21])=[O:20])[CH:13]=[CH:12][C:7]=1[C:8]([O:10][CH3:11])=[O:9], predict the reactants needed to synthesize it. The reactants are: S(Cl)([Cl:3])=O.[Cl:5][C:6]1[C:15]([C:16](O)=[O:17])=[C:14]([S:19]([CH3:22])(=[O:21])=[O:20])[CH:13]=[CH:12][C:7]=1[C:8]([O:10][CH3:11])=[O:9].